Predict the reactants needed to synthesize the given product. From a dataset of Full USPTO retrosynthesis dataset with 1.9M reactions from patents (1976-2016). (1) Given the product [Cl:1][C:2]1[CH:3]=[CH:4][CH:5]=[C:6]2[C:11]=1[N:10]=[C:9]([S:12][CH2:13][CH3:14])[CH:8]=[C:7]2[O:15][CH2:28][C:27]1[CH:30]=[CH:31][C:24]([O:23][CH3:22])=[CH:25][CH:26]=1, predict the reactants needed to synthesize it. The reactants are: [Cl:1][C:2]1[CH:3]=[CH:4][CH:5]=[C:6]2[C:11]=1[N:10]=[C:9]([S:12][CH2:13][CH3:14])[CH:8]=[C:7]2[OH:15].C(=O)([O-])[O-].[Cs+].[Cs+].[CH3:22][O:23][C:24]1[CH:31]=[CH:30][C:27]([CH2:28]Cl)=[CH:26][CH:25]=1. (2) The reactants are: [OH:1][C:2]1[C:3]([O:14][CH3:15])=[CH:4][C:5]([N+:11]([O-:13])=[O:12])=[C:6]([CH:10]=1)[C:7]([OH:9])=[O:8].OS(O)(=O)=O.[C:21](=O)([O-])[O-].[K+].[K+].C(O)(=O)C. Given the product [OH:1][C:2]1[C:3]([O:14][CH3:15])=[CH:4][C:5]([N+:11]([O-:13])=[O:12])=[C:6]([CH:10]=1)[C:7]([O:9][CH3:21])=[O:8], predict the reactants needed to synthesize it. (3) The reactants are: Br[C:2]1[CH:3]=[C:4]([C:8]2[N:17]=[C:16]([C:18]([O:20][CH2:21][CH3:22])=[O:19])[C:15]3[C:10](=[C:11]([F:23])[CH:12]=[CH:13][CH:14]=3)[N:9]=2)[CH:5]=[CH:6][CH:7]=1.[C:24]([C@:26]1([OH:33])[CH2:30][CH2:29][N:28]([CH3:31])[C:27]1=[O:32])#[CH:25]. Given the product [F:23][C:11]1[CH:12]=[CH:13][CH:14]=[C:15]2[C:10]=1[N:9]=[C:8]([C:4]1[CH:5]=[CH:6][CH:7]=[C:2]([C:25]#[C:24][C@:26]3([OH:33])[CH2:30][CH2:29][N:28]([CH3:31])[C:27]3=[O:32])[CH:3]=1)[N:17]=[C:16]2[C:18]([O:20][CH2:21][CH3:22])=[O:19], predict the reactants needed to synthesize it. (4) Given the product [CH2:13]([O:12][CH2:11][CH2:10][N:7]1[CH2:8][CH2:9][CH:4]([CH2:3][CH2:2][OH:1])[CH2:5][CH2:6]1)[CH2:14][C:15]1[CH:20]=[CH:19][CH:18]=[CH:17][CH:16]=1, predict the reactants needed to synthesize it. The reactants are: [OH:1][CH2:2][CH2:3][CH:4]1[CH2:9][CH2:8][N:7]([C:10](=O)[CH2:11][O:12][CH2:13][CH2:14][C:15]2[CH:20]=[CH:19][CH:18]=[CH:17][CH:16]=2)[CH2:6][CH2:5]1.CO.